The task is: Predict the product of the given reaction.. This data is from Forward reaction prediction with 1.9M reactions from USPTO patents (1976-2016). (1) Given the reactants [NH2:1][C:2]1[C:3]2[C:10]([C:11]#[N:12])=[C:9]([Br:13])[NH:8][C:4]=2[N:5]=[CH:6][N:7]=1.C(O[C@@H:23]1[C@@:27]([O:29][C:30](=[O:37])[C:31]2[CH:36]=[CH:35][CH:34]=[CH:33][CH:32]=2)([CH3:28])[C@H:26]([O:38][C:39](=[O:46])[C:40]2[CH:45]=[CH:44][CH:43]=[CH:42][CH:41]=2)[CH:25]([CH2:47][O:48][C:49](=[O:56])[C:50]2[CH:55]=[CH:54][CH:53]=[CH:52][CH:51]=2)[O:24]1)(=O)C1C=CC=CC=1.C1CCN2C(=NCCC2)CC1.[Si](OS(C(F)(F)F)(=O)=O)(C)(C)C.C([O-])(O)=O.[Na+], predict the reaction product. The product is: [C:30]([O:29][C@:27]1([CH3:28])[CH:26]([O:38][C:39](=[O:46])[C:40]2[CH:45]=[CH:44][CH:43]=[CH:42][CH:41]=2)[CH:25]([CH2:47][O:48][C:49](=[O:56])[C:50]2[CH:51]=[CH:52][CH:53]=[CH:54][CH:55]=2)[O:24][C@H:23]1[N:8]1[C:4]2[N:5]=[CH:6][N:7]=[C:2]([NH2:1])[C:3]=2[C:10]([C:11]#[N:12])=[C:9]1[Br:13])(=[O:37])[C:31]1[CH:36]=[CH:35][CH:34]=[CH:33][CH:32]=1. (2) Given the reactants [CH2:1]([O:3][C:4]1[CH:9]=[C:8]([CH:10]=O)[CH:7]=[CH:6][C:5]=1[C:12]1[CH:17]=[CH:16][C:15]([F:18])=[CH:14][C:13]=1[O:19][CH2:20][CH2:21][O:22][CH3:23])[CH3:2].[CH2:24]([O:26][C:27]([C:29]1([CH3:50])[CH2:34][CH2:33][N:32]([C:35]2[CH2:49][C:38]3([CH2:41][N:40](C(OC(C)(C)C)=O)[CH2:39]3)[O:37][N:36]=2)[CH2:31][CH2:30]1)=[O:28])[CH3:25], predict the reaction product. The product is: [CH2:1]([O:3][C:4]1[CH:9]=[C:8]([CH2:10][N:40]2[CH2:39][C:38]3([CH2:49][C:35]([N:32]4[CH2:33][CH2:34][C:29]([CH3:50])([C:27]([O:26][CH2:24][CH3:25])=[O:28])[CH2:30][CH2:31]4)=[N:36][O:37]3)[CH2:41]2)[CH:7]=[CH:6][C:5]=1[C:12]1[CH:17]=[CH:16][C:15]([F:18])=[CH:14][C:13]=1[O:19][CH2:20][CH2:21][O:22][CH3:23])[CH3:2]. (3) Given the reactants [Br:1][C:2]1[C:3]([O:19][CH3:20])=[C:4]2[C:8](=[C:9]([F:11])[CH:10]=1)[N:7]([CH3:12])[CH:6]=[C:5]2[CH:13]([CH3:18])[C:14]([O:16]C)=[O:15].[OH-].[K+].Cl, predict the reaction product. The product is: [Br:1][C:2]1[C:3]([O:19][CH3:20])=[C:4]2[C:8](=[C:9]([F:11])[CH:10]=1)[N:7]([CH3:12])[CH:6]=[C:5]2[CH:13]([CH3:18])[C:14]([OH:16])=[O:15].